This data is from Reaction yield outcomes from USPTO patents with 853,638 reactions. The task is: Predict the reaction yield, written as a fraction of the theoretical maximum amount of product (1.0 means a 100% yield; for example, 0.34 means a 34% yield). (1) The product is [CH3:26][O:25][C:24]1[CH:23]=[C:22]([CH:30]=[CH:29][C:27]=1[O:28][CH2:2][C:3]1[N:4]=[C:5]([N:8]2[CH2:13][CH2:12][CH2:11][CH2:10][CH2:9]2)[S:6][CH:7]=1)[CH:21]=[O:20]. The reactants are Cl[CH2:2][C:3]1[N:4]=[C:5]([N:8]2[CH2:13][CH2:12][CH2:11][CH2:10][CH2:9]2)[S:6][CH:7]=1.C(=O)([O-])[O-].[K+].[K+].[O:20]=[CH:21][C:22]1[CH:30]=[CH:29][C:27]([OH:28])=[C:24]([O:25][CH3:26])[CH:23]=1.CN(C)C=O. The yield is 0.880. The catalyst is O. (2) The reactants are [C:1]([Cu])#[N:2].C([NH:11][C:12]1[N:16]([CH3:17])[N:15]=[C:14](Br)[C:13]=1[N+:19]([O-:21])=[O:20])C1C=CC=CC=1. The catalyst is CN(C=O)C. The product is [NH2:11][C:12]1[N:16]([CH3:17])[N:15]=[C:14]([C:1]#[N:2])[C:13]=1[N+:19]([O-:21])=[O:20]. The yield is 0.420. (3) The reactants are Cl[C:2]1[CH:9]=[CH:8][C:5]([C:6]#[N:7])=[CH:4][C:3]=1[N+:10]([O-:12])=[O:11].C(N(C(C)C)CC)(C)C.[Br:22][C:23]1[CH:24]=[C:25]([CH:27]=[CH:28][CH:29]=1)[NH2:26]. The catalyst is CN1C(=O)CCC1.O. The product is [Br:22][C:23]1[CH:24]=[C:25]([NH:26][C:2]2[CH:9]=[CH:8][C:5]([C:6]#[N:7])=[CH:4][C:3]=2[N+:10]([O-:12])=[O:11])[CH:27]=[CH:28][CH:29]=1. The yield is 0.660.